This data is from Reaction yield outcomes from USPTO patents with 853,638 reactions. The task is: Predict the reaction yield, written as a fraction of the theoretical maximum amount of product (1.0 means a 100% yield; for example, 0.34 means a 34% yield). (1) The reactants are [Cl:1][C:2]1[C:10]([C:11]#[N:12])=[CH:9][CH:8]=[C:7]2[C:3]=1[CH:4]=[C:5]([CH:22]([F:24])[F:23])[N:6]2S(C1C=CC=CC=1)(=O)=O.CCCC[N+](CCCC)(CCCC)CCCC.[F-]. The catalyst is C1COCC1. The product is [Cl:1][C:2]1[C:10]([C:11]#[N:12])=[CH:9][CH:8]=[C:7]2[C:3]=1[CH:4]=[C:5]([CH:22]([F:23])[F:24])[NH:6]2. The yield is 0.920. (2) The reactants are [CH3:1][C:2]1[C:3]([N+:16]([O-:18])=[O:17])=[CH:4][C:5]([N+:13]([O-:15])=[O:14])=[C:6]([CH:12]=1)[C:7]([O:9][CH2:10][CH3:11])=[O:8].C[C:20]([N:22]([CH3:24])[CH3:23])=O. The catalyst is CN(C=O)C. The product is [CH3:20][N:22]([CH3:24])/[CH:23]=[CH:1]/[C:2]1[C:3]([N+:16]([O-:18])=[O:17])=[CH:4][C:5]([N+:13]([O-:15])=[O:14])=[C:6]([CH:12]=1)[C:7]([O:9][CH2:10][CH3:11])=[O:8]. The yield is 0.280. (3) The reactants are [Br:1]Br.[NH2:3][C:4]1[N:5]=[N:6][C:7]([Cl:10])=[CH:8][CH:9]=1.C(=O)(O)[O-].[Na+]. The catalyst is CO. The product is [NH2:3][C:4]1[N:5]=[N:6][C:7]([Cl:10])=[CH:8][C:9]=1[Br:1]. The yield is 0.430. (4) The reactants are [F:1][C:2]1[CH:7]=[C:6]([F:8])[CH:5]=[CH:4][C:3]=1[C:9]([O:22][Si](C)(C)C)([CH2:16][N:17]1[CH:21]=[N:20][CH:19]=[N:18]1)[CH2:10][N:11]1[CH:15]=[N:14][CH:13]=[N:12]1.CO.Cl. The catalyst is O. The product is [OH2:22].[F:1][C:2]1[CH:7]=[C:6]([F:8])[CH:5]=[CH:4][C:3]=1[C:9]([OH:22])([CH2:16][N:17]1[CH:21]=[N:20][CH:19]=[N:18]1)[CH2:10][N:11]1[CH:15]=[N:14][CH:13]=[N:12]1. The yield is 0.935. (5) The reactants are [CH3:1][O:2][C:3]1[CH:4]=[C:5]([CH2:19][NH2:20])[CH:6]=[CH:7][C:8]=1[O:9][CH2:10][C:11]1[CH:12]=[N:13][C:14]([O:17][CH3:18])=[CH:15][CH:16]=1.Cl[C:22]1[C:27]([N+:28]([O-:30])=[O:29])=[CH:26][C:25]([I:31])=[CH:24][N:23]=1.C(N(CC)C(C)C)(C)C. The catalyst is C(#N)C. The product is [I:31][C:25]1[CH:26]=[C:27]([N+:28]([O-:30])=[O:29])[C:22]([NH:20][CH2:19][C:5]2[CH:6]=[CH:7][C:8]([O:9][CH2:10][C:11]3[CH:12]=[N:13][C:14]([O:17][CH3:18])=[CH:15][CH:16]=3)=[C:3]([O:2][CH3:1])[CH:4]=2)=[N:23][CH:24]=1. The yield is 0.850. (6) The reactants are Cl[CH2:2][CH2:3][CH2:4][C:5]([C:7]1[CH:12]=[CH:11][C:10]([CH2:13][CH:14]([C:20]([O:22][CH2:23][CH3:24])=[O:21])[C:15]([O:17][CH2:18][CH3:19])=[O:16])=[CH:9][CH:8]=1)=[O:6].C(=O)([O-])[O-].[K+].[K+].[N:31]1[CH:36]=[CH:35][C:34]([C:37]([OH:50])([C:44]2[CH:49]=[CH:48][CH:47]=[CH:46][CH:45]=2)[C:38]2[CH:43]=[CH:42][CH:41]=[CH:40][CH:39]=2)=[CH:33][CH:32]=1. The catalyst is O.C(OCC)(=O)C.C1(C)C=CC=CC=1. The product is [OH:50][C:37]([C:44]1[CH:49]=[CH:48][CH:47]=[CH:46][CH:45]=1)([C:38]1[CH:39]=[CH:40][CH:41]=[CH:42][CH:43]=1)[CH:34]1[CH2:35][CH2:36][N:31]([CH2:2][CH2:3][CH2:4][C:5]([C:7]2[CH:12]=[CH:11][C:10]([CH2:13][CH:14]([C:20]([O:22][CH2:23][CH3:24])=[O:21])[C:15]([O:17][CH2:18][CH3:19])=[O:16])=[CH:9][CH:8]=2)=[O:6])[CH2:32][CH2:33]1. The yield is 0.990. (7) The reactants are [CH3:1][S:2][C:3]1[N:4]=[CH:5][C:6]2[CH:12]=[CH:11][C:10](=[O:13])[NH:9][C:7]=2[N:8]=1.[Br:14]N1C(=O)CCC1=O. The catalyst is CN(C)C=O. The product is [Br:14][C:11]1[C:10](=[O:13])[NH:9][C:7]2[N:8]=[C:3]([S:2][CH3:1])[N:4]=[CH:5][C:6]=2[CH:12]=1. The yield is 0.480. (8) The reactants are Cl[C:2]1[C:7]([CH2:8][N:9]([C:18]2[C:23]([F:24])=[C:22]([O:25][CH3:26])[CH:21]=[C:20]([O:27][CH3:28])[C:19]=2[F:29])[C:10](=[O:17])[CH2:11]C(OCC)=O)=[CH:6][N:5]=[C:4]2[N:30]([CH2:33][O:34][CH2:35][CH2:36][Si:37]([CH3:40])([CH3:39])[CH3:38])[CH:31]=[CH:32][C:3]=12.C[Si]([N-][Si](C)(C)C)(C)C.[Na+]. The catalyst is C1(C)C=CC=CC=1. The product is [F:29][C:19]1[C:20]([O:27][CH3:28])=[CH:21][C:22]([O:25][CH3:26])=[C:23]([F:24])[C:18]=1[N:9]1[CH2:8][C:7]2[CH:6]=[N:5][C:4]3[N:30]([CH2:33][O:34][CH2:35][CH2:36][Si:37]([CH3:38])([CH3:39])[CH3:40])[CH:31]=[CH:32][C:3]=3[C:2]=2[CH2:11][C:10]1=[O:17]. The yield is 0.620.